Dataset: Full USPTO retrosynthesis dataset with 1.9M reactions from patents (1976-2016). Task: Predict the reactants needed to synthesize the given product. Given the product [Cl:1][C:2]1[CH:3]=[C:4]([C:8]2[CH:9]=[C:10]([C:20]([N:37]3[CH2:38][CH2:39][NH:34][C:35](=[O:40])[CH2:36]3)=[O:21])[O:11][C:12]=2[C:13]2[CH:18]=[CH:17][CH:16]=[C:15]([Cl:19])[CH:14]=2)[CH:5]=[CH:6][CH:7]=1, predict the reactants needed to synthesize it. The reactants are: [Cl:1][C:2]1[CH:3]=[C:4]([C:8]2[CH:9]=[C:10]([C:20](O)=[O:21])[O:11][C:12]=2[C:13]2[CH:18]=[CH:17][CH:16]=[C:15]([Cl:19])[CH:14]=2)[CH:5]=[CH:6][CH:7]=1.S(Cl)(Cl)=O.C(N(CC)CC)C.[NH:34]1[CH2:39][CH2:38][NH:37][CH2:36][C:35]1=[O:40].